Dataset: Full USPTO retrosynthesis dataset with 1.9M reactions from patents (1976-2016). Task: Predict the reactants needed to synthesize the given product. (1) Given the product [CH3:12][O:13][C:14](=[O:28])[C:15]([O:18][C:19]1[CH:24]=[CH:23][C:22]([Cl:25])=[CH:21][C:20]=1/[CH:26]=[C:6]1\[C:7](=[O:11])[NH:8][C:9]2[C:5]\1=[CH:4][CH:3]=[C:2]([Cl:1])[CH:10]=2)([CH3:17])[CH3:16], predict the reactants needed to synthesize it. The reactants are: [Cl:1][C:2]1[CH:10]=[C:9]2[C:5]([CH2:6][C:7](=[O:11])[NH:8]2)=[CH:4][CH:3]=1.[CH3:12][O:13][C:14](=[O:28])[C:15]([O:18][C:19]1[CH:24]=[CH:23][C:22]([Cl:25])=[CH:21][C:20]=1[CH:26]=O)([CH3:17])[CH3:16].N1CCCC1. (2) Given the product [Cl:27][C:26]1[CH:25]=[CH:24][CH:23]=[C:22]([Cl:28])[C:21]=1[C:16]1[C:15]([C:13]([NH:12][C:7]2[CH:8]=[CH:9][CH:10]=[CH:11][C:6]=2[C:5]([OH:29])=[O:4])=[O:14])=[C:19]([CH3:20])[O:18][N:17]=1, predict the reactants needed to synthesize it. The reactants are: C([O:4][C:5](=[O:29])[C:6]1[CH:11]=[CH:10][CH:9]=[CH:8][C:7]=1[NH:12][C:13]([C:15]1[C:16]([C:21]2[C:26]([Cl:27])=[CH:25][CH:24]=[CH:23][C:22]=2[Cl:28])=[N:17][O:18][C:19]=1[CH3:20])=[O:14])C=C.N1CCOCC1. (3) Given the product [F:12][C:2]([F:11])([F:1])[C:3]1[N:8]=[CH:7][C:6]([CH2:9][N:10]2[CH:19]=[CH:18][C:17]3[C:22](=[CH:23][CH:24]=[CH:25][C:16]=3[N+:13]([O-:15])=[O:14])[C:21]2=[O:20])=[CH:5][CH:4]=1, predict the reactants needed to synthesize it. The reactants are: [F:1][C:2]([F:12])([F:11])[C:3]1[N:8]=[CH:7][C:6]([CH2:9][NH2:10])=[CH:5][CH:4]=1.[N+:13]([C:16]1[CH:25]=[CH:24][CH:23]=[C:22]2[C:17]=1[CH:18]=[CH:19][O:20][C:21]2=O)([O-:15])=[O:14]. (4) The reactants are: [O:1]1[C:5]2[CH:6]=[CH:7][C:8]([O:10][C:11]3[CH:17]=[CH:16][C:14](N)=[CH:13][CH:12]=3)=[CH:9][C:4]=2[O:3][CH2:2]1.OS(O)(=O)=O.N([O-])=O.[Na+].[I-:27].[Na+]. Given the product [I:27][C:14]1[CH:16]=[CH:17][C:11]([O:10][C:8]2[CH:7]=[CH:6][C:5]3[O:1][CH2:2][O:3][C:4]=3[CH:9]=2)=[CH:12][CH:13]=1, predict the reactants needed to synthesize it. (5) Given the product [Br-:10].[CH2:1]([S+:11]1[CH2:15][CH2:14][CH2:13][CH2:12]1)[C:2]([C:4]1[CH:9]=[CH:8][CH:7]=[CH:6][CH:5]=1)=[O:3], predict the reactants needed to synthesize it. The reactants are: [CH2:1]([Br:10])[C:2]([C:4]1[CH:9]=[CH:8][CH:7]=[CH:6][CH:5]=1)=[O:3].[S:11]1[CH2:15][CH2:14][CH2:13][CH2:12]1.O.C(OCC)C. (6) Given the product [NH2:1][C:2]1[S:6][N:5]=[C:4](/[C:7](=[N:37]/[O:38][C:39]([C:42]([OH:44])=[O:43])([CH3:41])[CH3:40])/[C:8]([NH:10][C@@H:11]2[C:35](=[O:36])[N:13]3[C:14]([C:32]([O-:34])=[O:33])=[C:15]([CH2:18][N+:19]4[N:20]([CH3:31])[C:21]([NH2:28])=[C:22]([CH2:24][NH2:25])[CH:23]=4)[CH2:16][S:17][C@H:12]23)=[O:9])[N:3]=1, predict the reactants needed to synthesize it. The reactants are: [NH2:1][C:2]1[S:6][N:5]=[C:4](/[C:7](=[N:37]/[O:38][C:39]([C:42]([OH:44])=[O:43])([CH3:41])[CH3:40])/[C:8]([NH:10][C@@H:11]2[C:35](=[O:36])[N:13]3[C:14]([C:32]([O-:34])=[O:33])=[C:15]([CH2:18][N+:19]4[N:20]([CH3:31])[C:21]([NH:28]C=O)=[C:22]([CH2:24][NH:25]C=O)[CH:23]=4)[CH2:16][S:17][C@H:12]23)=[O:9])[N:3]=1.Cl.C(=O)([O-])O.[Na+].